From a dataset of NCI-60 drug combinations with 297,098 pairs across 59 cell lines. Regression. Given two drug SMILES strings and cell line genomic features, predict the synergy score measuring deviation from expected non-interaction effect. (1) Drug 1: COC1=C(C=C2C(=C1)N=CN=C2NC3=CC(=C(C=C3)F)Cl)OCCCN4CCOCC4. Drug 2: C1CCC(CC1)NC(=O)N(CCCl)N=O. Cell line: 786-0. Synergy scores: CSS=36.0, Synergy_ZIP=-1.00, Synergy_Bliss=2.94, Synergy_Loewe=3.38, Synergy_HSA=5.48. (2) Drug 1: CN1C2=C(C=C(C=C2)N(CCCl)CCCl)N=C1CCCC(=O)O.Cl. Synergy scores: CSS=-1.84, Synergy_ZIP=-0.299, Synergy_Bliss=-4.20, Synergy_Loewe=-6.50, Synergy_HSA=-6.50. Drug 2: COC1=C2C(=CC3=C1OC=C3)C=CC(=O)O2. Cell line: DU-145.